From a dataset of Reaction yield outcomes from USPTO patents with 853,638 reactions. Predict the reaction yield, written as a fraction of the theoretical maximum amount of product (1.0 means a 100% yield; for example, 0.34 means a 34% yield). (1) The reactants are [F:1][C:2]1[CH:23]=[CH:22][C:5]([CH2:6][N:7]2[C:11]3=[CH:12][N:13]=[C:14]([C:17]([O:19][CH2:20][CH3:21])=[O:18])[C:15]([OH:16])=[C:10]3[CH:9]=[CH:8]2)=[CH:4][CH:3]=1.C(N(CC)CC)C.[F:31][C:32]([F:45])([F:44])[S:33](O[S:33]([C:32]([F:45])([F:44])[F:31])(=[O:35])=[O:34])(=[O:35])=[O:34]. The catalyst is ClCCl. The product is [F:1][C:2]1[CH:3]=[CH:4][C:5]([CH2:6][N:7]2[C:11]3=[CH:12][N:13]=[C:14]([C:17]([O:19][CH2:20][CH3:21])=[O:18])[C:15]([O:16][S:33]([C:32]([F:45])([F:44])[F:31])(=[O:35])=[O:34])=[C:10]3[CH:9]=[CH:8]2)=[CH:22][CH:23]=1. The yield is 0.780. (2) The reactants are [CH3:1][O:2][C:3](=[O:12])[CH:4]([C:6]1[CH:11]=[CH:10][CH:9]=[CH:8][CH:7]=1)[CH3:5].C[Si](C)(C)[N-][Si](C)(C)C.[Li+].Br[CH2:24][CH:25]1[CH2:30][CH2:29][CH2:28][CH2:27][CH2:26]1. The catalyst is O1CCCC1. The product is [CH:25]1([CH2:24][C:4]([CH3:5])([C:6]2[CH:11]=[CH:10][CH:9]=[CH:8][CH:7]=2)[C:3]([O:2][CH3:1])=[O:12])[CH2:30][CH2:29][CH2:28][CH2:27][CH2:26]1. The yield is 0.840. (3) The reactants are [O:1]=[C:2]1[C:7]([CH2:8][C:9]2[CH:14]=[CH:13][C:12]([C:15]3[C:16]([C:21]#[N:22])=[CH:17][CH:18]=[CH:19][CH:20]=3)=[CH:11][CH:10]=2)=[C:6]([CH2:23][CH2:24][CH3:25])[N:5]2[N:26]=[CH:27][N:28]=[C:4]2[NH:3]1.[S:29]1[CH:33]=[CH:32][C:31](B(O)O)=[CH:30]1.C(N(CC)CC)C.N1C=CC=CC=1. The catalyst is ClCCl.C(OCC)(=O)C.C([O-])(=O)C.[Cu+2].C([O-])(=O)C. The product is [O:1]=[C:2]1[C:7]([CH2:8][C:9]2[CH:10]=[CH:11][C:12]([C:15]3[C:16]([C:21]#[N:22])=[CH:17][CH:18]=[CH:19][CH:20]=3)=[CH:13][CH:14]=2)=[C:6]([CH2:23][CH2:24][CH3:25])[N:5]2[N:26]=[CH:27][N:28]=[C:4]2[N:3]1[C:31]1[CH:32]=[CH:33][S:29][CH:30]=1. The yield is 0.850.